This data is from Reaction yield outcomes from USPTO patents with 853,638 reactions. The task is: Predict the reaction yield, written as a fraction of the theoretical maximum amount of product (1.0 means a 100% yield; for example, 0.34 means a 34% yield). (1) The reactants are [F:1][CH2:2][C:3]([C:7]1[CH:11]=[C:10]([NH:12][C:13](=[O:21])OC2C=CC=CC=2)[O:9][N:8]=1)([CH3:6])[CH2:4][F:5].[CH3:22][O:23][C:24]1[CH:25]=[C:26]2[C:31](=[CH:32][C:33]=1[O:34][CH3:35])[N:30]=[CH:29][N:28]=[C:27]2[O:36][C:37]1[CH:38]=[C:39]([CH:41]=[CH:42][CH:43]=1)[NH2:40].C(N(CC)C(C)C)(C)C. The catalyst is C1COCC1. The product is [F:5][CH2:4][C:3]([C:7]1[CH:11]=[C:10]([NH:12][C:13]([NH:40][C:39]2[CH:41]=[CH:42][CH:43]=[C:37]([O:36][C:27]3[C:26]4[C:31](=[CH:32][C:33]([O:34][CH3:35])=[C:24]([O:23][CH3:22])[CH:25]=4)[N:30]=[CH:29][N:28]=3)[CH:38]=2)=[O:21])[O:9][N:8]=1)([CH3:6])[CH2:2][F:1]. The yield is 0.580. (2) The reactants are [NH2:1][C:2]1[N:7]=[CH:6][N:5]=[C:4]2[N:8]([CH2:12][C@H:13]3[CH2:17][CH2:16][CH2:15][N:14]3[C:18]([O:20][C:21]([CH3:24])([CH3:23])[CH3:22])=[O:19])[N:9]=[C:10](I)[C:3]=12.[F:25][C:26]1[C:47]([F:48])=[CH:46][CH:45]=[CH:44][C:27]=1[O:28][C:29]1[CH:34]=[CH:33][C:32](B2OC(C)(C)C(C)(C)O2)=[CH:31][CH:30]=1.C(=O)([O-])[O-].[Na+].[Na+]. The catalyst is O1CCOCC1.O. The product is [NH2:1][C:2]1[N:7]=[CH:6][N:5]=[C:4]2[N:8]([CH2:12][C@H:13]3[CH2:17][CH2:16][CH2:15][N:14]3[C:18]([O:20][C:21]([CH3:24])([CH3:23])[CH3:22])=[O:19])[N:9]=[C:10]([C:32]3[CH:31]=[CH:30][C:29]([O:28][C:27]4[CH:44]=[CH:45][CH:46]=[C:47]([F:48])[C:26]=4[F:25])=[CH:34][CH:33]=3)[C:3]=12. The yield is 0.710. (3) The reactants are [Br:1][C:2]1[CH:3]=[C:4]([CH:17]=[CH:18][C:19]=1[Cl:20])[C:5]([N:7]([C:9]1[CH:14]=[CH:13][CH:12]=[CH:11][C:10]=1[O:15]C)[CH3:8])=[O:6].B(Br)(Br)Br. The catalyst is C(Cl)Cl. The product is [Br:1][C:2]1[CH:3]=[C:4]([CH:17]=[CH:18][C:19]=1[Cl:20])[C:5]([N:7]([C:9]1[CH:14]=[CH:13][CH:12]=[CH:11][C:10]=1[OH:15])[CH3:8])=[O:6]. The yield is 0.930. (4) The reactants are CS(O)(=O)=O.[O:6]=[C:7]1[N:20]([CH:21]2[CH2:26][CH2:25][NH:24][CH2:23][CH2:22]2)[CH2:19][C:11]2[C:12]3[CH:13]=[N:14][NH:15][C:16]=3[CH:17]=[CH:18][C:10]=2[CH2:9][C@H:8]1[NH:27][C:28](=[O:37])[O:29][CH2:30][C:31]1[CH:36]=[CH:35][CH:34]=[CH:33][CH:32]=1.C(N(CC)CC)C.[C:45](OC(=O)C)(=[O:47])[CH3:46].C(=O)([O-])[O-].[K+].[K+]. The catalyst is ClCCl. The product is [C:45]([N:24]1[CH2:25][CH2:26][CH:21]([N:20]2[C:7](=[O:6])[C@H:8]([NH:27][C:28](=[O:37])[O:29][CH2:30][C:31]3[CH:36]=[CH:35][CH:34]=[CH:33][CH:32]=3)[CH2:9][C:10]3[CH:18]=[CH:17][C:16]4[NH:15][N:14]=[CH:13][C:12]=4[C:11]=3[CH2:19]2)[CH2:22][CH2:23]1)(=[O:47])[CH3:46]. The yield is 0.430. (5) The reactants are C(OC([NH:8][C@H:9]([C:36]([O:38][CH3:39])=[O:37])[CH2:10][C:11]1[CH:16]=[CH:15][C:14]([NH:17][C:18](=[O:35])[CH2:19][NH:20][C:21](=[O:34])[CH2:22][CH2:23][CH2:24][CH2:25][CH2:26][N:27]2[C:31](=[O:32])[CH:30]=[CH:29][C:28]2=[O:33])=[CH:13][CH:12]=1)=O)(C)(C)C.C(O)(C(F)(F)F)=O. The catalyst is ClCCl. The product is [O:33]=[C:28]1[CH:29]=[CH:30][C:31](=[O:32])[N:27]1[CH2:26][CH2:25][CH2:24][CH2:23][CH2:22][C:21]([NH:20][CH2:19][C:18]([NH:17][C:14]1[CH:15]=[CH:16][C:11]([CH2:10][C@@H:9]([C:36]([O:38][CH3:39])=[O:37])[NH2:8])=[CH:12][CH:13]=1)=[O:35])=[O:34]. The yield is 0.975. (6) The reactants are [CH3:1][C:2]([C:4]1[CH:9]=[CH:8][C:7](Br)=[CH:6][CH:5]=1)=[O:3].[NH:11]1[CH:15]=[N:14][CH:13]=[N:12]1.C([O-])([O-])=O.[Cs+].[Cs+]. The catalyst is CN(C=O)C.O.[Cu]I. The product is [N:11]1([C:7]2[CH:8]=[CH:9][C:4]([C:2](=[O:3])[CH3:1])=[CH:5][CH:6]=2)[CH:15]=[N:14][CH:13]=[N:12]1. The yield is 0.960.